From a dataset of Forward reaction prediction with 1.9M reactions from USPTO patents (1976-2016). Predict the product of the given reaction. Given the reactants Cl.[C:2]([O:6][C:7](=[O:10])[CH2:8][NH2:9])([CH3:5])([CH3:4])[CH3:3].C1(N=C=NC2CCCCC2)CCCCC1.[Br:26][C:27]1[CH:32]=[C:31]([C:33]([O:35][CH2:36][CH3:37])=[O:34])[CH:30]=[CH:29][C:28]=1[S:38][C@@H:39]([CH2:43][CH2:44][CH2:45][C:46]1[CH:51]=[CH:50][C:49]([O:52][CH3:53])=[CH:48][CH:47]=1)[C:40](O)=[O:41].CN1CCOCC1, predict the reaction product. The product is: [Br:26][C:27]1[CH:32]=[C:31]([CH:30]=[CH:29][C:28]=1[S:38][C@H:39]([C:40]([NH:9][CH2:8][C:7]([O:6][C:2]([CH3:5])([CH3:4])[CH3:3])=[O:10])=[O:41])[CH2:43][CH2:44][CH2:45][C:46]1[CH:51]=[CH:50][C:49]([O:52][CH3:53])=[CH:48][CH:47]=1)[C:33]([O:35][CH2:36][CH3:37])=[O:34].